Task: Predict the product of the given reaction.. Dataset: Forward reaction prediction with 1.9M reactions from USPTO patents (1976-2016) (1) Given the reactants F[C:2]1[CH:7]=[C:6](OC)[CH:5]=[C:4](F)[C:3]=1[C:11]1[S:12][CH:13]=[C:14]([C:16]([OH:18])=[O:17])[N:15]=1.[F:19][CH:20]([F:30])C1C=CC=CC=1B(O)O, predict the reaction product. The product is: [F:19][CH:20]([F:30])[C:2]1[CH:7]=[CH:6][CH:5]=[CH:4][C:3]=1[C:11]1[S:12][CH:13]=[C:14]([C:16]([OH:18])=[O:17])[N:15]=1. (2) Given the reactants [Cl:1][C:2]1[CH:3]=[C:4]([C:8]2[C:13]3[N:14]([CH2:26][C@H:27]4[CH2:32][CH2:31][C@H:30]([CH3:33])[CH2:29][CH2:28]4)[C:15]([N:17]4[CH2:22][CH2:21][O:20][C@@H:19]5[CH2:23][CH2:24][CH2:25][C@@H:18]45)=[N:16][C:12]=3[CH:11]=[C:10]([C:34]#[N:35])[N:9]=2)[CH:5]=[N:6][CH:7]=1.[Cl-].[Li+].CC1(C)CCCC(C)(C)N1[Mg][Cl:48].ClC(Cl)(Cl)C(Cl)(Cl)Cl, predict the reaction product. The product is: [Cl:48][C:11]1[C:12]2[N:16]=[C:15]([N:17]3[CH2:22][CH2:21][O:20][C@@H:19]4[CH2:23][CH2:24][CH2:25][C@@H:18]34)[N:14]([CH2:26][C@H:27]3[CH2:32][CH2:31][C@H:30]([CH3:33])[CH2:29][CH2:28]3)[C:13]=2[C:8]([C:4]2[CH:5]=[N:6][CH:7]=[C:2]([Cl:1])[CH:3]=2)=[N:9][C:10]=1[C:34]#[N:35]. (3) Given the reactants [F:1][C:2]1[CH:3]=[C:4]([CH:18]=[CH:19][CH:20]=1)[CH2:5][O:6][C:7]1[CH:12]=[CH:11][C:10](/[CH:13]=[CH:14]/[N+:15]([O-])=O)=[CH:9][CH:8]=1.Cl, predict the reaction product. The product is: [F:1][C:2]1[CH:3]=[C:4]([CH:18]=[CH:19][CH:20]=1)[CH2:5][O:6][C:7]1[CH:12]=[CH:11][C:10]([CH2:13][CH2:14][NH2:15])=[CH:9][CH:8]=1. (4) Given the reactants [O:1]1[CH:5]=[CH:4][CH:3]=[C:2]1[CH2:6][NH2:7].C(N(CC)CC)C.[CH3:15][O:16][C:17]1[CH:26]=[CH:25][C:20]([CH2:21][N:22]=[C:23]=[S:24])=[CH:19][CH:18]=1, predict the reaction product. The product is: [O:1]1[CH:5]=[CH:4][CH:3]=[C:2]1[CH2:6][NH:7][C:23]([NH:22][CH2:21][C:20]1[CH:25]=[CH:26][C:17]([O:16][CH3:15])=[CH:18][CH:19]=1)=[S:24]. (5) Given the reactants [CH3:1][N:2]([CH:30]([CH3:32])[CH3:31])[C:3]1[C:4]([C:17]2[C:21]3[CH:22]=[C:23]([C:26]([F:29])([F:28])[F:27])[CH:24]=[CH:25][C:20]=3[O:19][CH:18]=2)=[N:5][C:6]2[C:11]([N:12]=1)=[CH:10][C:9]([C:13]([O:15]C)=[O:14])=[CH:8][CH:7]=2.[OH-].[Na+], predict the reaction product. The product is: [CH3:1][N:2]([CH:30]([CH3:32])[CH3:31])[C:3]1[C:4]([C:17]2[C:21]3[CH:22]=[C:23]([C:26]([F:29])([F:27])[F:28])[CH:24]=[CH:25][C:20]=3[O:19][CH:18]=2)=[N:5][C:6]2[C:11]([N:12]=1)=[CH:10][C:9]([C:13]([OH:15])=[O:14])=[CH:8][CH:7]=2.